From a dataset of Reaction yield outcomes from USPTO patents with 853,638 reactions. Predict the reaction yield, written as a fraction of the theoretical maximum amount of product (1.0 means a 100% yield; for example, 0.34 means a 34% yield). The reactants are [CH3:1][C@@H:2]1[CH2:6][CH2:5][CH2:4][N:3]1[CH2:7][C@@H:8]1[CH2:12][CH2:11][CH2:10][N:9]1[C:13]([C:15]1[CH:20]=[CH:19][C:18](B2OC(C)(C)C(C)(C)O2)=[CH:17][CH:16]=1)=[O:14].[N:30]1([C:34]([C:36]2[S:37][C:38](Br)=[CH:39][CH:40]=2)=[O:35])[CH2:33][CH2:32][CH2:31]1. No catalyst specified. The product is [N:30]1([C:34]([C:36]2[S:37][C:38]([C:18]3[CH:19]=[CH:20][C:15]([C:13]([N:9]4[CH2:10][CH2:11][CH2:12][C@H:8]4[CH2:7][N:3]4[CH2:4][CH2:5][CH2:6][C@H:2]4[CH3:1])=[O:14])=[CH:16][CH:17]=3)=[CH:39][CH:40]=2)=[O:35])[CH2:33][CH2:32][CH2:31]1. The yield is 0.210.